Task: Predict the reactants needed to synthesize the given product.. Dataset: Full USPTO retrosynthesis dataset with 1.9M reactions from patents (1976-2016) (1) Given the product [Br:1][C:2]1[CH:7]=[CH:6][CH:5]=[C:4]([Br:8])[C:3]=1[CH2:9][CH3:10], predict the reactants needed to synthesize it. The reactants are: [Br:1][C:2]1[CH:7]=[CH:6][CH:5]=[C:4]([Br:8])[CH:3]=1.[CH2:9](I)[CH3:10].[Li+].CC([N-]C(C)C)C.[NH4+].[Cl-]. (2) Given the product [Br:14][C:10]1[CH:9]=[C:8]([CH:6]([N:4]([CH:1]2[CH2:3][CH2:2]2)[C:17](=[O:18])[O:19][C:20]([CH3:23])([CH3:22])[CH3:21])[CH3:5])[CH:13]=[CH:12][CH:11]=1, predict the reactants needed to synthesize it. The reactants are: [CH:1]1([NH2:4])[CH2:3][CH2:2]1.[CH3:5][C:6]([C:8]1[CH:13]=[CH:12][CH:11]=[C:10]([Br:14])[CH:9]=1)=O.[BH4-].[Na+].[C:17](O[C:17]([O:19][C:20]([CH3:23])([CH3:22])[CH3:21])=[O:18])([O:19][C:20]([CH3:23])([CH3:22])[CH3:21])=[O:18].C(O)(=O)CC(CC(O)=O)(C(O)=O)O. (3) Given the product [N:18]1([C:23]2[CH:24]=[CH:25][C:26]([C:27]([NH:1][C@@H:2]([CH2:6][CH2:7][CH2:8][C:9]([OH:11])=[O:10])[C:3]([OH:5])=[O:4])=[O:28])=[CH:30][CH:31]=2)[CH:22]=[CH:21][N:20]=[N:19]1, predict the reactants needed to synthesize it. The reactants are: [NH2:1][C@@H:2]([CH2:6][CH2:7][CH2:8][C:9]([OH:11])=[O:10])[C:3]([OH:5])=[O:4].C([O-])([O-])=O.[Na+].[Na+].[N:18]1([C:23]2[CH:31]=[CH:30][C:26]([C:27](Cl)=[O:28])=[CH:25][CH:24]=2)[CH:22]=[CH:21][N:20]=[N:19]1.Cl.